From a dataset of Forward reaction prediction with 1.9M reactions from USPTO patents (1976-2016). Predict the product of the given reaction. The product is: [Br:1][C:2]1[C:3]([CH2:16][Br:29])=[CH:4][C:5]([O:13][CH2:14][CH3:15])=[C:6]([CH:12]=1)[C:7]([O:9][CH2:10][CH3:11])=[O:8]. Given the reactants [Br:1][C:2]1[C:3]([CH3:16])=[CH:4][C:5]([O:13][CH2:14][CH3:15])=[C:6]([CH:12]=1)[C:7]([O:9][CH2:10][CH3:11])=[O:8].N(C(C)(C)C#N)=NC(C)(C)C#N.[Br:29]N1C(=O)CCC1=O, predict the reaction product.